This data is from Peptide-MHC class II binding affinity with 134,281 pairs from IEDB. The task is: Regression. Given a peptide amino acid sequence and an MHC pseudo amino acid sequence, predict their binding affinity value. This is MHC class II binding data. (1) The peptide sequence is VVLFAVFLGSAYGIP. The MHC is HLA-DQA10501-DQB10201 with pseudo-sequence HLA-DQA10501-DQB10201. The binding affinity (normalized) is 0.381. (2) The peptide sequence is WSWVRQPPGRGLEWI. The MHC is DRB1_0701 with pseudo-sequence DRB1_0701. The binding affinity (normalized) is 0. (3) The peptide sequence is CRHLLRKEEPVLWDC. The MHC is DRB1_0101 with pseudo-sequence DRB1_0101. The binding affinity (normalized) is 0.563. (4) The peptide sequence is ALFKAIEAYLLAHPD. The MHC is HLA-DPA10103-DPB10401 with pseudo-sequence HLA-DPA10103-DPB10401. The binding affinity (normalized) is 0.774. (5) The peptide sequence is RYANPIAFFRKEPLK. The MHC is DRB1_0405 with pseudo-sequence DRB1_0405. The binding affinity (normalized) is 0.415. (6) The peptide sequence is MVVERLGDYLVEQGM. The MHC is DRB1_1602 with pseudo-sequence DRB1_1602. The binding affinity (normalized) is 0.320.